Predict which catalyst facilitates the given reaction. From a dataset of Catalyst prediction with 721,799 reactions and 888 catalyst types from USPTO. (1) Reactant: Cl[CH2:2][C:3]([CH3:5])=[CH2:4].[C:6](=[O:9])([O-])[O-:7].[K+].[K+].[CH2:12](O)[CH3:13]. Product: [CH2:12]([O:7][C:6](=[O:9])[CH2:2][C:3]([CH3:5])=[CH2:4])[CH3:13]. The catalyst class is: 318. (2) Reactant: Cl[C:2]1[N:7]=[C:6]([Cl:8])[CH:5]=[C:4]([C:9]2[O:10][C:11]([CH3:14])=[CH:12][CH:13]=2)[N:3]=1.[CH3:15][NH2:16].CCO. Product: [Cl:8][C:6]1[CH:5]=[C:4]([C:9]2[O:10][C:11]([CH3:14])=[CH:12][CH:13]=2)[N:3]=[C:2]([CH2:15][NH2:16])[N:7]=1. The catalyst class is: 5.